This data is from Forward reaction prediction with 1.9M reactions from USPTO patents (1976-2016). The task is: Predict the product of the given reaction. (1) The product is: [CH3:34][O:33][C:30]1[N:29]=[C:28]([O:35][CH3:36])[C:27]([C:24]2[O:23][C:22]([C:9](=[O:8])[CH2:10][CH2:11][CH2:12][CH2:13][CH2:14][CH2:15][C:16]3[CH:17]=[CH:18][CH:19]=[CH:20][CH:21]=3)=[N:26][CH:25]=2)=[CH:32][N:31]=1. Given the reactants [Si]([O:8][CH:9]([C:22]1[O:23][C:24]([C:27]2[C:28]([O:35][CH3:36])=[N:29][C:30]([O:33][CH3:34])=[N:31][CH:32]=2)=[CH:25][N:26]=1)[CH2:10][CH2:11][CH2:12][CH2:13][CH2:14][CH2:15][C:16]1[CH:21]=[CH:20][CH:19]=[CH:18][CH:17]=1)(C(C)(C)C)(C)C.[Si](OC(C1OC([Sn](CCCC)(CCCC)CCCC)=CN=1)CCCCCCC1C=CC=CC=1)(C(C)(C)C)(C)C.IC1C=NC(OC)=NC=1OC, predict the reaction product. (2) Given the reactants [CH3:1][N:2]1[C:11]2[C:6](=[CH:7][CH:8]=[CH:9][N:10]=2)[CH:5]=[C:4]([C:12](O)=[O:13])[C:3]1=[O:15].C(Cl)(=O)C([Cl:19])=O.CN(C)C=O, predict the reaction product. The product is: [CH3:1][N:2]1[C:11]2[C:6](=[CH:7][CH:8]=[CH:9][N:10]=2)[CH:5]=[C:4]([C:12]([Cl:19])=[O:13])[C:3]1=[O:15]. (3) Given the reactants C(OC([NH:8][CH2:9][CH2:10][CH2:11][N:12]([CH2:20][CH2:21][CH2:22][NH:23][CH:24]1[CH2:38][CH2:37][CH2:36][CH2:35][CH2:34][CH2:33][CH2:32][CH2:31][CH2:30][CH2:29][CH2:28][CH2:27][CH2:26][CH2:25]1)C(=O)OC(C)(C)C)=O)(C)(C)C.Cl, predict the reaction product. The product is: [NH2:8][CH2:9][CH2:10][CH2:11][NH:12][CH2:20][CH2:21][CH2:22][NH:23][CH:24]1[CH2:38][CH2:37][CH2:36][CH2:35][CH2:34][CH2:33][CH2:32][CH2:31][CH2:30][CH2:29][CH2:28][CH2:27][CH2:26][CH2:25]1. (4) Given the reactants [CH3:1][NH:2][C:3]1[CH:11]=[CH:10][C:6]([C:7]([OH:9])=[O:8])=[CH:5][CH:4]=1.[CH2:12](O)[CH3:13], predict the reaction product. The product is: [CH3:1][NH:2][C:3]1[CH:11]=[CH:10][C:6]([C:7]([O:9][CH2:12][CH3:13])=[O:8])=[CH:5][CH:4]=1. (5) The product is: [CH3:1][O:2][C:3]1[C:4]([O:28][CH3:29])=[CH:5][C:6]2[N:12]([CH3:13])[C:11](=[O:14])[CH2:10][N:9]=[C:8]([C:15]3[CH:20]=[CH:19][CH:18]=[C:17]([CH2:21][CH2:22][CH2:23][CH2:24][CH2:25][CH3:26])[CH:16]=3)[C:7]=2[CH:27]=1. Given the reactants [CH3:1][O:2][C:3]1[C:4]([O:28][CH3:29])=[CH:5][C:6]2[N:12]([CH3:13])[C:11](=[O:14])[CH2:10][N:9]=[C:8]([C:15]3[CH:20]=[CH:19][CH:18]=[C:17]([C:21]#[C:22][CH2:23][CH2:24][CH2:25][CH3:26])[CH:16]=3)[C:7]=2[CH:27]=1.C(Cl)Cl, predict the reaction product. (6) Given the reactants [C:1]([CH2:4][CH2:5][CH2:6][O:7][C:8]1[CH:9]=[C:10]([CH:31]=[CH:32][C:33]=1[C:34]1[CH:39]=[CH:38][CH:37]=[CH:36][CH:35]=1)[CH2:11][NH:12][C:13]1[N:17]([C@@H:18]2[O:24][C@H:23]([CH2:25][OH:26])[C@@H:21]([OH:22])[C@H:19]2[OH:20])[C:16]2[CH:27]=[CH:28][CH:29]=[CH:30][C:15]=2[N:14]=1)(O)=[O:2].Cl.[NH2:41][CH2:42][C:43]([NH2:45])=[O:44].ON1C2C=CC=CC=2N=N1.Cl.C(N=C=NCCCN(C)C)C, predict the reaction product. The product is: [C:43]([CH2:42][NH:41][C:1]([CH2:4][CH2:5][CH2:6][O:7][C:8]1[CH:9]=[C:10]([CH:31]=[CH:32][C:33]=1[C:34]1[CH:39]=[CH:38][CH:37]=[CH:36][CH:35]=1)[CH2:11][NH:12][C:13]1[N:17]([C@@H:18]2[O:24][C@H:23]([CH2:25][OH:26])[C@@H:21]([OH:22])[C@H:19]2[OH:20])[C:16]2[CH:27]=[CH:28][CH:29]=[CH:30][C:15]=2[N:14]=1)=[O:2])(=[O:44])[NH2:45]. (7) The product is: [NH2:9][C:5]1[C:6]([F:8])=[CH:7][C:2]([Cl:1])=[C:3]([OH:12])[CH:4]=1. Given the reactants [Cl:1][C:2]1[CH:7]=[C:6]([F:8])[C:5]([N+:9]([O-])=O)=[CH:4][C:3]=1[OH:12].[Cl-].[Ca+2].[Cl-].O, predict the reaction product.